Dataset: Peptide-MHC class II binding affinity with 134,281 pairs from IEDB. Task: Regression. Given a peptide amino acid sequence and an MHC pseudo amino acid sequence, predict their binding affinity value. This is MHC class II binding data. (1) The peptide sequence is RVDGLELKKLGEVSW. The MHC is DRB1_1301 with pseudo-sequence DRB1_1301. The binding affinity (normalized) is 0.322. (2) The peptide sequence is ERFALNPGLLETSEGCK. The MHC is DRB1_0405 with pseudo-sequence DRB1_0405. The binding affinity (normalized) is 0.684. (3) The peptide sequence is ALEDDLLNRNNSFKP. The MHC is DRB3_0101 with pseudo-sequence DRB3_0101. The binding affinity (normalized) is 0.147. (4) The peptide sequence is ESWGAVWRIDTPDKL. The MHC is HLA-DQA10501-DQB10301 with pseudo-sequence HLA-DQA10501-DQB10301. The binding affinity (normalized) is 0.465. (5) The binding affinity (normalized) is 0. The MHC is DRB1_0101 with pseudo-sequence DRB1_0101. The peptide sequence is HLAEENEGDNACKRT.